Dataset: Catalyst prediction with 721,799 reactions and 888 catalyst types from USPTO. Task: Predict which catalyst facilitates the given reaction. (1) Reactant: Br[C:2]1[CH:3]=[C:4]2[C:9](=[CH:10][CH:11]=1)[CH:8]=[N:7][CH:6]=[C:5]2[Cl:12].[CH3:13][S:14]([NH2:17])(=[O:16])=[O:15].CC1(C)C2C(=C(P(C3C=CC=CC=3)C3C=CC=CC=3)C=CC=2)OC2C(P(C3C=CC=CC=3)C3C=CC=CC=3)=CC=CC1=2.C([O-])([O-])=O.[Cs+].[Cs+]. Product: [Cl:12][C:5]1[C:4]2[C:9](=[CH:10][CH:11]=[C:2]([NH:17][S:14]([CH3:13])(=[O:16])=[O:15])[CH:3]=2)[CH:8]=[N:7][CH:6]=1. The catalyst class is: 62. (2) Reactant: [Cl:1][C:2]1[CH:10]=[C:9]2[C:5]([C:6]([C:11](=[O:16])[C:12]([F:15])([F:14])[F:13])=[CH:7][NH:8]2)=[CH:4][CH:3]=1.C(=O)([O-])[O-].[K+].[K+].Br[CH2:24][CH:25]([CH3:27])[CH3:26]. Product: [Cl:1][C:2]1[CH:10]=[C:9]2[C:5]([C:6]([C:11](=[O:16])[C:12]([F:13])([F:14])[F:15])=[CH:7][N:8]2[CH2:24][CH:25]([CH3:27])[CH3:26])=[CH:4][CH:3]=1. The catalyst class is: 9. (3) Reactant: [CH3:1][N:2]1[CH2:7][CH2:6][NH:5][CH2:4][CH2:3]1.ON1C2C=CC=CC=2N=N1.CN1CCOCC1.Cl.C(N=C=NCCCN(C)C)C.[C:37]([S:40][CH2:41][CH2:42][N:43]([CH2:52][CH2:53][CH:54]1[CH2:59][CH2:58][CH2:57][CH2:56][CH2:55]1)[C:44](=[O:51])[NH:45][C@@H:46]([CH3:50])[C:47]([OH:49])=O)(=[O:39])[CH3:38]. Product: [C:37]([S:40][CH2:41][CH2:42][N:43]([CH2:52][CH2:53][CH:54]1[CH2:59][CH2:58][CH2:57][CH2:56][CH2:55]1)[C:44](=[O:51])[NH:45][C@@H:46]([CH3:50])[C:47]([N:5]1[CH2:6][CH2:7][N:2]([CH3:1])[CH2:3][CH2:4]1)=[O:49])(=[O:39])[CH3:38]. The catalyst class is: 2. (4) Reactant: [Br:1][C:2]1[CH:3]=[C:4]2[C:9](=[CH:10][CH:11]=1)[N:8]=[CH:7][CH:6]=[C:5]2Cl.[CH3:13][O-:14].[Na+]. Product: [Br:1][C:2]1[CH:3]=[C:4]2[C:9](=[CH:10][CH:11]=1)[N:8]=[CH:7][CH:6]=[C:5]2[O:14][CH3:13]. The catalyst class is: 5. (5) Reactant: [Cl:1][C:2]1[C:6]([S:7](Cl)(=[O:9])=[O:8])=[CH:5][N:4]([CH3:11])[C:3]=1[C:12]([O:14][CH3:15])=[O:13].[F:16][C:17]([F:24])([F:23])[C:18]1([NH2:22])[CH2:21][CH2:20][CH2:19]1.CCN(C(C)C)C(C)C. Product: [Cl:1][C:2]1[C:6]([S:7](=[O:9])(=[O:8])[NH:22][C:18]2([C:17]([F:24])([F:23])[F:16])[CH2:21][CH2:20][CH2:19]2)=[CH:5][N:4]([CH3:11])[C:3]=1[C:12]([O:14][CH3:15])=[O:13]. The catalyst class is: 10.